This data is from Catalyst prediction with 721,799 reactions and 888 catalyst types from USPTO. The task is: Predict which catalyst facilitates the given reaction. Reactant: [N:1]1[CH:6]=[CH:5][CH:4]=[CH:3][C:2]=1[CH2:7][C:8]12[C:16](=[O:17])[N:15]([CH2:18][C:19]([F:22])([F:21])[F:20])[C:14](=[O:23])[N:9]1[CH2:10][CH2:11][NH:12][CH2:13]2.O.[C:25]([OH:34])(=[O:33])[C@H:26]([C@@H:28]([C:30]([OH:32])=[O:31])[OH:29])[OH:27]. Product: [N:1]1[CH:6]=[CH:5][CH:4]=[CH:3][C:2]=1[CH2:7][C@:8]12[C:16](=[O:17])[N:15]([CH2:18][C:19]([F:21])([F:22])[F:20])[C:14](=[O:23])[N:9]1[CH2:10][CH2:11][NH:12][CH2:13]2.[C:30]([C@H:28]([C@@H:26]([C:25]([O-:34])=[O:33])[OH:27])[OH:29])([O-:32])=[O:31]. The catalyst class is: 21.